From a dataset of NCI-60 drug combinations with 297,098 pairs across 59 cell lines. Regression. Given two drug SMILES strings and cell line genomic features, predict the synergy score measuring deviation from expected non-interaction effect. (1) Drug 1: CC1=C2C(C(=O)C3(C(CC4C(C3C(C(C2(C)C)(CC1OC(=O)C(C(C5=CC=CC=C5)NC(=O)OC(C)(C)C)O)O)OC(=O)C6=CC=CC=C6)(CO4)OC(=O)C)OC)C)OC. Drug 2: CCC(=C(C1=CC=CC=C1)C2=CC=C(C=C2)OCCN(C)C)C3=CC=CC=C3.C(C(=O)O)C(CC(=O)O)(C(=O)O)O. Cell line: TK-10. Synergy scores: CSS=52.4, Synergy_ZIP=3.99, Synergy_Bliss=3.20, Synergy_Loewe=-14.4, Synergy_HSA=3.69. (2) Drug 1: C1CCN(CC1)CCOC2=CC=C(C=C2)C(=O)C3=C(SC4=C3C=CC(=C4)O)C5=CC=C(C=C5)O. Drug 2: CC(CN1CC(=O)NC(=O)C1)N2CC(=O)NC(=O)C2. Cell line: CAKI-1. Synergy scores: CSS=19.8, Synergy_ZIP=-3.27, Synergy_Bliss=-5.71, Synergy_Loewe=-3.56, Synergy_HSA=-3.27. (3) Drug 1: C1CN1C2=NC(=NC(=N2)N3CC3)N4CC4. Drug 2: C1CCN(CC1)CCOC2=CC=C(C=C2)C(=O)C3=C(SC4=C3C=CC(=C4)O)C5=CC=C(C=C5)O. Cell line: MALME-3M. Synergy scores: CSS=1.33, Synergy_ZIP=-1.88, Synergy_Bliss=2.04, Synergy_Loewe=-1.30, Synergy_HSA=-0.689. (4) Drug 1: CCCCC(=O)OCC(=O)C1(CC(C2=C(C1)C(=C3C(=C2O)C(=O)C4=C(C3=O)C=CC=C4OC)O)OC5CC(C(C(O5)C)O)NC(=O)C(F)(F)F)O. Drug 2: C(CC(=O)O)C(=O)CN.Cl. Synergy scores: CSS=71.5, Synergy_ZIP=-2.43, Synergy_Bliss=-2.31, Synergy_Loewe=-2.46, Synergy_HSA=-0.423. Cell line: M14. (5) Drug 1: CN(CC1=CN=C2C(=N1)C(=NC(=N2)N)N)C3=CC=C(C=C3)C(=O)NC(CCC(=O)O)C(=O)O. Drug 2: CCC(=C(C1=CC=CC=C1)C2=CC=C(C=C2)OCCN(C)C)C3=CC=CC=C3.C(C(=O)O)C(CC(=O)O)(C(=O)O)O. Cell line: DU-145. Synergy scores: CSS=36.2, Synergy_ZIP=3.79, Synergy_Bliss=3.11, Synergy_Loewe=-25.5, Synergy_HSA=3.40. (6) Drug 1: C1=CC(=CC=C1CCC2=CNC3=C2C(=O)NC(=N3)N)C(=O)NC(CCC(=O)O)C(=O)O. Drug 2: C1C(C(OC1N2C=NC3=C2NC=NCC3O)CO)O. Cell line: LOX IMVI. Synergy scores: CSS=34.6, Synergy_ZIP=-4.16, Synergy_Bliss=-7.23, Synergy_Loewe=-14.1, Synergy_HSA=-6.27.